Dataset: Forward reaction prediction with 1.9M reactions from USPTO patents (1976-2016). Task: Predict the product of the given reaction. (1) Given the reactants [CH:1]1([CH2:7][CH2:8][CH2:9][C@@H:10]([C:19]2[O:23][N:22]=[C:21]([CH2:24]OS(C3C=CC(C)=CC=3)(=O)=O)[N:20]=2)[CH2:11][C:12]([O:14][C:15]([CH3:18])([CH3:17])[CH3:16])=[O:13])[CH2:6][CH2:5][CH2:4][CH2:3][CH2:2]1.[CH3:36][N:37]([CH3:42])[CH2:38][CH2:39][NH:40][CH3:41], predict the reaction product. The product is: [CH:1]1([CH2:7][CH2:8][CH2:9][C@@H:10]([C:19]2[O:23][N:22]=[C:21]([CH2:24][N:40]([CH2:39][CH2:38][N:37]([CH3:42])[CH3:36])[CH3:41])[N:20]=2)[CH2:11][C:12]([O:14][C:15]([CH3:17])([CH3:18])[CH3:16])=[O:13])[CH2:2][CH2:3][CH2:4][CH2:5][CH2:6]1. (2) The product is: [NH2:1][C:2]1[C:10]([F:11])=[CH:9][C:8]([I:17])=[CH:7][C:3]=1[C:4]([OH:6])=[O:5]. Given the reactants [NH2:1][C:2]1[C:10]([F:11])=[CH:9][CH:8]=[CH:7][C:3]=1[C:4]([OH:6])=[O:5].C(=O)(O)[O-].[Na+].[I:17]I.S(=O)(O)[O-].[Na+], predict the reaction product.